Dataset: Reaction yield outcomes from USPTO patents with 853,638 reactions. Task: Predict the reaction yield, written as a fraction of the theoretical maximum amount of product (1.0 means a 100% yield; for example, 0.34 means a 34% yield). (1) The reactants are ClS(O)(=O)=O.[CH3:6][O:7][C:8](=[O:23])[CH2:9][CH:10]1[CH2:18][C:17]2[C:12](=[CH:13][CH:14]=[C:15]([S:19](Cl)(=[O:21])=[O:20])[CH:16]=2)[CH2:11]1.[CH3:24][O:25][C:26](=[O:41])[CH2:27][CH:28]1[CH2:36][C:35]2[C:30](=[CH:31][CH:32]=[CH:33][C:34]=2[S:37](Cl)(=[O:39])=[O:38])[CH2:29]1.[F:42][C:43]([F:57])([F:56])[C:44]1[CH:49]=[CH:48][C:47]([N:50]2[CH2:55][CH2:54][NH:53][CH2:52][CH2:51]2)=[CH:46][CH:45]=1.C(N(CC)CC)C. The catalyst is C1COCC1.CN(C1C=CN=CC=1)C. The product is [CH3:6][O:7][C:8](=[O:23])[CH2:9][CH:10]1[CH2:18][C:17]2[C:12](=[CH:13][CH:14]=[C:15]([S:19]([N:53]3[CH2:52][CH2:51][N:50]([C:47]4[CH:46]=[CH:45][C:44]([C:43]([F:56])([F:57])[F:42])=[CH:49][CH:48]=4)[CH2:55][CH2:54]3)(=[O:21])=[O:20])[CH:16]=2)[CH2:11]1.[CH3:24][O:25][C:26](=[O:41])[CH2:27][CH:28]1[CH2:36][C:35]2[C:30](=[CH:31][CH:32]=[CH:33][C:34]=2[S:37]([N:53]2[CH2:52][CH2:51][N:50]([C:47]3[CH:46]=[CH:45][C:44]([C:43]([F:56])([F:57])[F:42])=[CH:49][CH:48]=3)[CH2:55][CH2:54]2)(=[O:39])=[O:38])[CH2:29]1. The yield is 0.190. (2) The reactants are [C:1]([C:3]1[CH:4]=[N:5][CH:6]=[C:7]([CH:20]=1)[C:8]([N:10]=[S:11]([CH3:19])(=[O:18])[C:12]1[CH:17]=[CH:16][CH:15]=[CH:14][CH:13]=1)=[O:9])#[CH:2].Br[C:22]1[S:26][C:25]([NH:27][C:28](=[O:35])[C:29]2[CH:34]=[CH:33][CH:32]=[CH:31][CH:30]=2)=[N:24][CH:23]=1. No catalyst specified. The product is [C:28]([NH:27][C:25]1[S:26][C:22]([C:2]#[C:1][C:3]2[CH:4]=[N:5][CH:6]=[C:7]([CH:20]=2)[C:8]([N:10]=[S:11]([CH3:19])(=[O:18])[C:12]2[CH:13]=[CH:14][CH:15]=[CH:16][CH:17]=2)=[O:9])=[CH:23][N:24]=1)(=[O:35])[C:29]1[CH:30]=[CH:31][CH:32]=[CH:33][CH:34]=1. The yield is 0.260. (3) The reactants are [F:1][C:2]1[CH:7]=[CH:6][C:5]([C:8]2([C:12]3[CH:13]=[N:14][C:15]([N:18]4[CH2:23][CH2:22][N:21](C(OC(C)(C)C)=O)[CH2:20][CH2:19]4)=[N:16][CH:17]=3)[CH2:11][O:10][CH2:9]2)=[CH:4][CH:3]=1.C(O)(C(F)(F)F)=O. The catalyst is C(Cl)Cl. The product is [F:1][C:2]1[CH:7]=[CH:6][C:5]([C:8]2([C:12]3[CH:13]=[N:14][C:15]([N:18]4[CH2:23][CH2:22][NH:21][CH2:20][CH2:19]4)=[N:16][CH:17]=3)[CH2:9][O:10][CH2:11]2)=[CH:4][CH:3]=1. The yield is 1.00.